Dataset: Peptide-MHC class I binding affinity with 185,985 pairs from IEDB/IMGT. Task: Regression. Given a peptide amino acid sequence and an MHC pseudo amino acid sequence, predict their binding affinity value. This is MHC class I binding data. (1) The peptide sequence is EVATRFNTM. The MHC is HLA-B57:01 with pseudo-sequence HLA-B57:01. The binding affinity (normalized) is 0.0847. (2) The peptide sequence is FLRKRRRFF. The MHC is HLA-B48:01 with pseudo-sequence HLA-B48:01. The binding affinity (normalized) is 0.0847. (3) The peptide sequence is LSREYEARQGK. The MHC is H-2-Kb with pseudo-sequence H-2-Kb. The binding affinity (normalized) is 0.